From a dataset of Full USPTO retrosynthesis dataset with 1.9M reactions from patents (1976-2016). Predict the reactants needed to synthesize the given product. (1) Given the product [C:19]([O:18][C:16](=[O:15])[NH:1][C@@H:2]1[C:8](=[O:9])[NH:7][C:6]2[CH:10]=[C:11]([Br:14])[CH:12]=[CH:13][C:5]=2[CH2:4][CH2:3]1)([CH3:22])([CH3:21])[CH3:20], predict the reactants needed to synthesize it. The reactants are: [NH2:1][C@@H:2]1[C:8](=[O:9])[NH:7][C:6]2[CH:10]=[C:11]([Br:14])[CH:12]=[CH:13][C:5]=2[CH2:4][CH2:3]1.[O:15](C(OC(C)(C)C)=O)[C:16]([O:18][C:19]([CH3:22])([CH3:21])[CH3:20])=O. (2) Given the product [CH:14]([C:5]1[C:6]([CH3:8])=[CH:7][C:2]([O:1][CH2:28][C:27]([O:26][C:22]([CH3:25])([CH3:24])[CH3:23])=[O:30])=[CH:3][C:4]=1[CH3:10])=[O:15], predict the reactants needed to synthesize it. The reactants are: [OH:1][C:2]1[CH:7]=[C:6]([CH3:8])[C:5](O)=[C:4]([CH3:10])[CH:3]=1.CN([CH:14]=[O:15])C.C([O-])([O-])=O.[Cs+].[Cs+].[C:22]([O:26][C:27](=[O:30])[CH2:28]Cl)([CH3:25])([CH3:24])[CH3:23]. (3) Given the product [C:1]([O:5][C:6]([N:8]1[CH2:13][CH2:12][CH2:11][C@H:10]2[CH2:14][N:15]([C:17]3[C:26]([O:27][CH3:28])=[C:25]4[C:20]([C:21](=[O:35])[C:22]([C:32]([O:34][CH2:45][CH:44]=[CH2:43])=[O:33])=[CH:23][N:24]4[CH:29]4[CH2:31][CH2:30]4)=[CH:19][C:18]=3[F:36])[CH2:16][C@@H:9]12)=[O:7])([CH3:4])([CH3:2])[CH3:3], predict the reactants needed to synthesize it. The reactants are: [C:1]([O:5][C:6]([N:8]1[CH2:13][CH2:12][CH2:11][C@H:10]2[CH2:14][N:15]([C:17]3[C:26]([O:27][CH3:28])=[C:25]4[C:20]([C:21](=[O:35])[C:22]([C:32]([OH:34])=[O:33])=[CH:23][N:24]4[CH:29]4[CH2:31][CH2:30]4)=[CH:19][C:18]=3[F:36])[CH2:16][C@@H:9]12)=[O:7])([CH3:4])([CH3:3])[CH3:2].C([O-])([O-])=O.[K+].[K+].[CH2:43](Br)[CH:44]=[CH2:45]. (4) Given the product [C:1]([C:5]1[CH:6]=[C:7]([C:19]([O:21][CH3:22])=[O:20])[CH:8]=[C:9]([C:12]2[CH:17]=[CH:16][C:15]([CH3:18])=[CH:14][CH:13]=2)[C:10]=1[O:11][CH2:23][CH:24]([CH3:26])[CH3:25])([CH3:4])([CH3:2])[CH3:3], predict the reactants needed to synthesize it. The reactants are: [C:1]([C:5]1[CH:6]=[C:7]([C:19]([O:21][CH3:22])=[O:20])[CH:8]=[C:9]([C:12]2[CH:17]=[CH:16][C:15]([CH3:18])=[CH:14][CH:13]=2)[C:10]=1[OH:11])([CH3:4])([CH3:3])[CH3:2].[CH2:23](Br)[CH:24]([CH3:26])[CH3:25]. (5) Given the product [C:2]1([C:23]2[CH:24]=[CH:25][CH:26]=[C:27]([C:12]3[CH:21]=[CH:20][CH:15]=[CH:14][CH:13]=3)[N+:22]=2[O-:28])[CH:7]=[CH:6][CH:5]=[CH:4][CH:3]=1, predict the reactants needed to synthesize it. The reactants are: I[C:2]1[CH:7]=[CH:6][CH:5]=[CH:4][CH:3]=1.N1[C:21]2[C:12](=[CH:13][CH:14]=[C:15]3[C:20]=2N=CC=C3)C=CC=1.[N+:22]1([O-:28])[CH:27]=[CH:26][CH:25]=[CH:24][CH:23]=1.C(O[Li])(C)(C)C.